The task is: Predict the product of the given reaction.. This data is from Forward reaction prediction with 1.9M reactions from USPTO patents (1976-2016). (1) Given the reactants [CH3:1][C:2]1([N:14]2[CH2:19][CH2:18][C:17](=O)[CH2:16][CH2:15]2)[CH2:6][CH2:5][N:4]([C:7]([O:9][C:10]([CH3:13])([CH3:12])[CH3:11])=[O:8])[CH2:3]1.[F:21][C:22]1[CH:23]=[C:24]([NH2:29])[C:25]([NH2:28])=[CH:26][CH:27]=1, predict the reaction product. The product is: [NH2:29][C:24]1[CH:23]=[C:22]([F:21])[CH:27]=[CH:26][C:25]=1[NH:28][CH:17]1[CH2:18][CH2:19][N:14]([C:2]2([CH3:1])[CH2:6][CH2:5][N:4]([C:7]([O:9][C:10]([CH3:13])([CH3:12])[CH3:11])=[O:8])[CH2:3]2)[CH2:15][CH2:16]1. (2) Given the reactants [F:1][C:2]1[CH:3]=[C:4]([NH:9][C:10](=[O:14])[CH:11]=NO)[CH:5]=[C:6]([F:8])[CH:7]=1.S(=O)(=O)(O)[OH:16], predict the reaction product. The product is: [F:1][C:2]1[CH:7]=[C:6]([F:8])[CH:5]=[C:4]2[C:3]=1[C:11](=[O:16])[C:10](=[O:14])[NH:9]2. (3) The product is: [Cl:18][C:8]([C:7]1[C:6]([CH3:15])=[C:5]([O:4][C:1](=[O:3])[CH3:2])[CH:13]=[CH:12][C:11]=1[CH3:14])=[O:9]. Given the reactants [C:1]([O:4][C:5]1[C:6]([CH3:15])=[C:7]([C:11]([CH3:14])=[CH:12][CH:13]=1)[C:8](O)=[O:9])(=[O:3])[CH3:2].O=S(Cl)[Cl:18], predict the reaction product.